From a dataset of Peptide-MHC class II binding affinity with 134,281 pairs from IEDB. Regression. Given a peptide amino acid sequence and an MHC pseudo amino acid sequence, predict their binding affinity value. This is MHC class II binding data. (1) The peptide sequence is NRWLFRHLAREKNPR. The MHC is DRB1_0301 with pseudo-sequence DRB1_0301. The binding affinity (normalized) is 0.468. (2) The peptide sequence is AQLHVGAKQENWNTS. The MHC is DRB1_0101 with pseudo-sequence DRB1_0101. The binding affinity (normalized) is 0. (3) The peptide sequence is AAATAGTTVYGAFIA. The MHC is HLA-DPA10103-DPB10401 with pseudo-sequence HLA-DPA10103-DPB10401. The binding affinity (normalized) is 0.0689. (4) The peptide sequence is DVPYLTKRQDKLCGS. The MHC is HLA-DQA10102-DQB10501 with pseudo-sequence HLA-DQA10102-DQB10501. The binding affinity (normalized) is 0.349. (5) The peptide sequence is THMWFSRAVAQSILA. The MHC is DRB1_0701 with pseudo-sequence DRB1_0701. The binding affinity (normalized) is 0.635. (6) The peptide sequence is EQISVLRKAFDAFDR. The MHC is HLA-DQA10301-DQB10302 with pseudo-sequence HLA-DQA10301-DQB10302. The binding affinity (normalized) is 0.0613.